From a dataset of NCI-60 drug combinations with 297,098 pairs across 59 cell lines. Regression. Given two drug SMILES strings and cell line genomic features, predict the synergy score measuring deviation from expected non-interaction effect. (1) Drug 1: CN(CCCl)CCCl.Cl. Drug 2: CS(=O)(=O)OCCCCOS(=O)(=O)C. Cell line: NCI-H522. Synergy scores: CSS=27.0, Synergy_ZIP=-5.65, Synergy_Bliss=-2.37, Synergy_Loewe=-0.447, Synergy_HSA=0.421. (2) Drug 1: CN(C)C1=NC(=NC(=N1)N(C)C)N(C)C. Drug 2: C1=CC=C(C(=C1)C(C2=CC=C(C=C2)Cl)C(Cl)Cl)Cl. Cell line: MDA-MB-231. Synergy scores: CSS=-4.04, Synergy_ZIP=1.96, Synergy_Bliss=-3.03, Synergy_Loewe=-6.22, Synergy_HSA=-6.64. (3) Drug 1: CNC(=O)C1=CC=CC=C1SC2=CC3=C(C=C2)C(=NN3)C=CC4=CC=CC=N4. Drug 2: C1CC(=O)NC(=O)C1N2C(=O)C3=CC=CC=C3C2=O. Cell line: M14. Synergy scores: CSS=-2.26, Synergy_ZIP=3.00, Synergy_Bliss=3.29, Synergy_Loewe=-1.08, Synergy_HSA=-0.933. (4) Drug 1: CC(C1=C(C=CC(=C1Cl)F)Cl)OC2=C(N=CC(=C2)C3=CN(N=C3)C4CCNCC4)N. Drug 2: C1C(C(OC1N2C=NC3=C(N=C(N=C32)Cl)N)CO)O. Cell line: A549. Synergy scores: CSS=12.6, Synergy_ZIP=-2.83, Synergy_Bliss=-2.89, Synergy_Loewe=-5.35, Synergy_HSA=-5.66. (5) Drug 1: C1C(C(OC1N2C=C(C(=O)NC2=O)F)CO)O. Drug 2: CCN(CC)CCNC(=O)C1=C(NC(=C1C)C=C2C3=C(C=CC(=C3)F)NC2=O)C. Cell line: OVCAR3. Synergy scores: CSS=-3.77, Synergy_ZIP=3.93, Synergy_Bliss=-3.14, Synergy_Loewe=-14.3, Synergy_HSA=-8.57. (6) Drug 1: CC12CCC3C(C1CCC2OP(=O)(O)O)CCC4=C3C=CC(=C4)OC(=O)N(CCCl)CCCl.[Na+]. Drug 2: CC1C(C(CC(O1)OC2CC(CC3=C2C(=C4C(=C3O)C(=O)C5=CC=CC=C5C4=O)O)(C(=O)C)O)N)O. Cell line: NCI-H522. Synergy scores: CSS=44.3, Synergy_ZIP=3.61, Synergy_Bliss=2.86, Synergy_Loewe=-27.5, Synergy_HSA=4.37.